Task: Predict the reaction yield, written as a fraction of the theoretical maximum amount of product (1.0 means a 100% yield; for example, 0.34 means a 34% yield).. Dataset: Reaction yield outcomes from USPTO patents with 853,638 reactions (1) The reactants are [OH:1][B:2]1[C:6]2[CH:7]=[CH:8][C:9](/[CH:11]=[N:12]/[OH:13])=[CH:10][C:5]=2[C:4]([CH3:15])([CH3:14])[O:3]1.C1C(=O)N(Cl)C(=O)C1.[Cl:24][C:25]1[CH:30]=[C:29]([C:31]([C:33]([F:36])([F:35])[F:34])=[CH2:32])[CH:28]=[C:27]([Cl:37])[C:26]=1[CH3:38].CCN(CC)CC. The catalyst is CN(C=O)C. The product is [Cl:24][C:25]1[CH:30]=[C:29]([C:31]2([C:33]([F:36])([F:34])[F:35])[O:13][N:12]=[C:11]([C:9]3[CH:8]=[CH:7][C:6]4[B:2]([OH:1])[O:3][C:4]([CH3:15])([CH3:14])[C:5]=4[CH:10]=3)[CH2:32]2)[CH:28]=[C:27]([Cl:37])[C:26]=1[CH3:38]. The yield is 0.218. (2) The reactants are Cl[C:2]1[C:3]2[NH:10][CH:9]=[C:8]([C@@H:11]3[N:15]([C:16]([O:18][C:19]([CH3:22])([CH3:21])[CH3:20])=[O:17])[C@H:14]([CH2:23][OH:24])[C@H:13]4[O:25][C:26]([CH3:29])([CH3:28])[O:27][C@@H:12]34)[C:4]=2[N:5]=[CH:6][N:7]=1.[N-:30]=[N+:31]=[N-:32].[Na+]. The catalyst is CN(C=O)C.C(Cl)(Cl)Cl. The product is [N:30]([C:2]1[C:3]2[NH:10][CH:9]=[C:8]([C@@H:11]3[N:15]([C:16]([O:18][C:19]([CH3:22])([CH3:21])[CH3:20])=[O:17])[C@@H:14]([CH2:23][OH:24])[C@H:13]4[O:25][C:26]([CH3:29])([CH3:28])[O:27][C@@H:12]34)[C:4]=2[N:5]=[CH:6][N:7]=1)=[N+:31]=[N-:32]. The yield is 0.970. (3) The yield is 0.180. The catalyst is FC(F)(F)C(O)=O. The product is [C:24]1([N:23]2[C:18]3[CH2:17][CH2:16][C:15]4[CH:14]=[N:13][C:12]5[NH:8][N:9]=[CH:10][C:11]=5[C:20]=4[C:19]=3[CH:21]=[N:22]2)[CH:25]=[CH:26][CH:27]=[CH:28][CH:29]=1. The reactants are COC1C=CC(C[N:8]2[C:12]3[N:13]=[CH:14][C:15]4[CH2:16][CH2:17][C:18]5[N:23]([C:24]6[CH:29]=[CH:28][CH:27]=[CH:26][CH:25]=6)[N:22]=[CH:21][C:19]=5[C:20]=4[C:11]=3[CH:10]=[N:9]2)=CC=1.O.C(=O)([O-])[O-].[K+].[K+]. (4) The reactants are [CH2:1]([O:8][C:9]1[C:18](=[O:19])[N:17]2[C:12]([C:13]([CH3:21])([CH3:20])[O:14][CH2:15][CH2:16]2)=[N:11][C:10]=1[C:22](O)=[O:23])[C:2]1[CH:7]=[CH:6][CH:5]=[CH:4][CH:3]=1.CN(C(ON1N=NC2C=CC=NC1=2)=[N+](C)C)C.F[P-](F)(F)(F)(F)F.Cl.[OH:50][C:51]1[CH:58]=[C:57]([F:59])[CH:56]=[CH:55][C:52]=1[CH2:53][NH2:54]. The catalyst is CN(C)C=O.CN(C1C=CN=CC=1)C. The product is [F:59][C:57]1[CH:56]=[CH:55][C:52]([CH2:53][NH:54][C:22]([C:10]2[N:11]=[C:12]3[N:17]([C:18](=[O:19])[C:9]=2[O:8][CH2:1][C:2]2[CH:7]=[CH:6][CH:5]=[CH:4][CH:3]=2)[CH2:16][CH2:15][O:14][C:13]3([CH3:21])[CH3:20])=[O:23])=[C:51]([OH:50])[CH:58]=1. The yield is 0.640. (5) The reactants are [C:9](O[C:9]([O:11][C:12]([CH3:15])([CH3:14])[CH3:13])=[O:10])([O:11][C:12]([CH3:15])([CH3:14])[CH3:13])=[O:10].[NH2:16][CH2:17][CH2:18][C:19]1[CH:24]=[CH:23][C:22]([OH:25])=[CH:21][CH:20]=1. The catalyst is O1CCCC1. The product is [C:12]([O:11][C:9](=[O:10])[NH:16][CH2:17][CH2:18][C:19]1[CH:24]=[CH:23][C:22]([OH:25])=[CH:21][CH:20]=1)([CH3:13])([CH3:14])[CH3:15]. The yield is 0.870. (6) The reactants are [O:1]=[C:2]1[N:6]([C@@H:7]([C:9]2[CH:14]=[CH:13][CH:12]=[CH:11][CH:10]=2)[CH3:8])[CH2:5][CH:4]([C:15]([OH:17])=[O:16])[CH2:3]1. The catalyst is ClCCl. The product is [O:1]=[C:2]1[N:6]([C@@H:7]([C:9]2[CH:14]=[CH:13][CH:12]=[CH:11][CH:10]=2)[CH3:8])[CH2:5][CH:4]([C:15]([O:17][C:4]([CH3:15])([CH3:5])[CH3:3])=[O:16])[CH2:3]1. The yield is 0.640. (7) The reactants are [SH:1][C:2]1[O:3][C:4]2[CH:10]=[CH:9][CH:8]=[CH:7][C:5]=2[N:6]=1.C1C(=O)N(Cl)C(=O)C1.[C:19]1([Zn]Br)[CH:24]=[CH:23][CH:22]=[CH:21][CH:20]=1. No catalyst specified. The product is [C:19]1([S:1][C:2]2[O:3][C:4]3[CH:10]=[CH:9][CH:8]=[CH:7][C:5]=3[N:6]=2)[CH:24]=[CH:23][CH:22]=[CH:21][CH:20]=1. The yield is 0.820.